From a dataset of Forward reaction prediction with 1.9M reactions from USPTO patents (1976-2016). Predict the product of the given reaction. Given the reactants C([O:3][C:4]([C:6]1[C:11]([S:12][CH2:13][CH3:14])=[CH:10][C:9]([O:15][CH2:16][C:17]2[CH:22]=[CH:21][C:20]([O:23][CH3:24])=[CH:19][CH:18]=2)=[CH:8][N:7]=1)=[O:5])C.[OH-].[Na+].Cl, predict the reaction product. The product is: [CH2:13]([S:12][C:11]1[C:6]([C:4]([OH:5])=[O:3])=[N:7][CH:8]=[C:9]([O:15][CH2:16][C:17]2[CH:22]=[CH:21][C:20]([O:23][CH3:24])=[CH:19][CH:18]=2)[CH:10]=1)[CH3:14].